From a dataset of Full USPTO retrosynthesis dataset with 1.9M reactions from patents (1976-2016). Predict the reactants needed to synthesize the given product. (1) Given the product [C:1]([O:4][C@H:5]([CH3:27])[CH2:6][CH2:7][CH2:8][CH2:9][N:10]1[C:19](=[O:20])[C:18]2[N:17]([CH2:21][O:22][CH2:23][CH3:24])[C:16]([NH:31][CH2:30][CH2:28][OH:29])=[N:15][C:14]=2[N:13]([CH3:26])[C:11]1=[O:12])(=[O:3])[CH3:2], predict the reactants needed to synthesize it. The reactants are: [C:1]([O:4][C@H:5]([CH3:27])[CH2:6][CH2:7][CH2:8][CH2:9][N:10]1[C:19](=[O:20])[C:18]2[N:17]([CH2:21][O:22][CH2:23][CH3:24])[C:16](Br)=[N:15][C:14]=2[N:13]([CH3:26])[C:11]1=[O:12])(=[O:3])[CH3:2].[CH2:28]([CH2:30][NH2:31])[OH:29]. (2) Given the product [CH3:27][C:22]1([CH3:28])[C:23]([CH3:26])([CH3:25])[O:24][B:20]([C:2]2[CH:7]=[CH:6][C:5]([C:8]3[S:9][CH:10]=[CH:11][C:12]=3[NH:13][S:14]([CH:17]([CH3:19])[CH3:18])(=[O:16])=[O:15])=[CH:4][CH:3]=2)[O:21]1, predict the reactants needed to synthesize it. The reactants are: Br[C:2]1[CH:7]=[CH:6][C:5]([C:8]2[S:9][CH:10]=[CH:11][C:12]=2[NH:13][S:14]([CH:17]([CH3:19])[CH3:18])(=[O:16])=[O:15])=[CH:4][CH:3]=1.[B:20]1([B:20]2[O:24][C:23]([CH3:26])([CH3:25])[C:22]([CH3:28])([CH3:27])[O:21]2)[O:24][C:23]([CH3:26])([CH3:25])[C:22]([CH3:28])([CH3:27])[O:21]1.CC([O-])=O.[K+]. (3) Given the product [Cl:11][C:7]1[CH:8]=[CH:9][CH:10]=[C:2]([Cl:1])[C:3]=1[C:4]([NH:21][CH2:20][CH:19]([C:16]1[CH:17]=[N:18][C:13]([CH3:12])=[N:14][CH:15]=1)[N:22]1[CH2:28][CH2:27][CH2:26][O:25][CH2:24][CH2:23]1)=[O:6], predict the reactants needed to synthesize it. The reactants are: [Cl:1][C:2]1[CH:10]=[CH:9][CH:8]=[C:7]([Cl:11])[C:3]=1[C:4]([OH:6])=O.[CH3:12][C:13]1[N:18]=[CH:17][C:16]([CH:19]([N:22]2[CH2:28][CH2:27][CH2:26][O:25][CH2:24][CH2:23]2)[CH2:20][NH2:21])=[CH:15][N:14]=1. (4) Given the product [CH3:1][O:2][C:3](=[O:16])[C:4]1[CH:9]=[CH:8][C:7]([C:10]([OH:12])([C:13](=[O:14])[NH:23][CH3:21])[CH3:11])=[CH:6][CH:5]=1, predict the reactants needed to synthesize it. The reactants are: [CH3:1][O:2][C:3](=[O:16])[C:4]1[CH:9]=[CH:8][C:7]([C:10]([C:13](O)=[O:14])([OH:12])[CH3:11])=[CH:6][CH:5]=1.C1C=CC2N(O)N=[N:23][C:21]=2C=1.Cl.CN.CCN(CC)CC.C(Cl)CCl. (5) The reactants are: [C:1]1([C:7](=O)[CH2:8][C:9]2[CH:14]=[CH:13][CH:12]=[CH:11][CH:10]=2)[CH:6]=[CH:5][CH:4]=[CH:3][CH:2]=1.[CH2:16]([O:18][C:19]1[CH:20]=[C:21]([CH:24]=[C:25]([N+:28]([O-:30])=[O:29])[C:26]=1[OH:27])[CH:22]=O)[CH3:17].[CH3:31][C:32]1(C)[O:39]C(=O)CC(=O)O1.C([O-])(=O)C.[NH4+:45]. Given the product [CH2:16]([O:18][C:19]1[CH:20]=[C:21]([CH:22]2[C:8]([C:9]3[CH:14]=[CH:13][CH:12]=[CH:11][CH:10]=3)=[C:7]([C:1]3[CH:6]=[CH:5][CH:4]=[CH:3][CH:2]=3)[NH:45][C:32](=[O:39])[CH2:31]2)[CH:24]=[C:25]([N+:28]([O-:30])=[O:29])[C:26]=1[OH:27])[CH3:17], predict the reactants needed to synthesize it. (6) Given the product [CH3:1][O:2][C:3](=[O:29])[CH2:4][CH2:5][C:6]1[CH:10]=[C:9]([CH3:11])[N:8]([CH2:12][C:13]2[CH:18]=[C:17]([Cl:19])[CH:16]=[CH:15][C:14]=2[O:20][CH2:21][C:22]2[CH:23]=[CH:24][C:25]([Cl:28])=[CH:26][CH:27]=2)[N:7]=1, predict the reactants needed to synthesize it. The reactants are: [CH3:1][O:2][C:3](=[O:29])/[CH:4]=[CH:5]/[C:6]1[CH:10]=[C:9]([CH3:11])[N:8]([CH2:12][C:13]2[CH:18]=[C:17]([Cl:19])[CH:16]=[CH:15][C:14]=2[O:20][CH2:21][C:22]2[CH:27]=[CH:26][C:25]([Cl:28])=[CH:24][CH:23]=2)[N:7]=1. (7) Given the product [F:1][C:2]1([F:16])[CH2:14][CH2:15][CH:5]([CH2:6][CH2:7][C:8](=[O:13])[C:9]([F:12])([F:11])[CH3:10])[CH2:4][CH2:3]1, predict the reactants needed to synthesize it. The reactants are: [F:1][C:2]([F:16])([CH2:14][CH3:15])[CH2:3][CH2:4][CH2:5][CH:6]=[CH:7][C:8](=[O:13])[C:9]([F:12])([F:11])[CH3:10].